Dataset: Peptide-MHC class II binding affinity with 134,281 pairs from IEDB. Task: Regression. Given a peptide amino acid sequence and an MHC pseudo amino acid sequence, predict their binding affinity value. This is MHC class II binding data. The peptide sequence is RLKGKSCDDWLGGSV. The MHC is DRB1_0404 with pseudo-sequence DRB1_0404. The binding affinity (normalized) is 0.143.